This data is from Peptide-MHC class I binding affinity with 185,985 pairs from IEDB/IMGT. The task is: Regression. Given a peptide amino acid sequence and an MHC pseudo amino acid sequence, predict their binding affinity value. This is MHC class I binding data. (1) The peptide sequence is TPSGTWLTY. The MHC is HLA-A24:02 with pseudo-sequence HLA-A24:02. The binding affinity (normalized) is 0. (2) The peptide sequence is RGETYGRLL. The MHC is Mamu-B52 with pseudo-sequence Mamu-B52. The binding affinity (normalized) is 0.810. (3) The peptide sequence is QVPLRPMTYK. The MHC is HLA-B40:02 with pseudo-sequence HLA-B40:02. The binding affinity (normalized) is 0. (4) The peptide sequence is LGHGVSIEW. The MHC is HLA-B57:01 with pseudo-sequence HLA-B57:01. The binding affinity (normalized) is 0.444. (5) The peptide sequence is IKVTAASPM. The MHC is HLA-B15:03 with pseudo-sequence HLA-B15:03. The binding affinity (normalized) is 0.906.